Dataset: Forward reaction prediction with 1.9M reactions from USPTO patents (1976-2016). Task: Predict the product of the given reaction. (1) Given the reactants [CH3:1][C@@H:2]1[O:7][CH2:6][C@@H:5]([C:8]2[CH:13]=[CH:12][CH:11]=[CH:10][CH:9]=2)[NH:4][C:3]1=[O:14].[H-].[Na+].Br[CH2:18][C:19]([O:21][CH2:22][CH3:23])=[O:20].C([O-])(O)=O.[Na+], predict the reaction product. The product is: [CH3:1][C@@H:2]1[O:7][CH2:6][C@@H:5]([C:8]2[CH:13]=[CH:12][CH:11]=[CH:10][CH:9]=2)[N:4]([CH2:18][C:19]([O:21][CH2:22][CH3:23])=[O:20])[C:3]1=[O:14]. (2) Given the reactants COC1C=C(C=CC=1)C(NCC1SC(S(N2CCC(NC3C=CC=C(S(C(F)(F)F)(=O)=O)C=3)CC2)(=O)=O)=C(C(O)=O)C=1)=O.[CH2:44]([N:47]([CH2:51][C:52]1[S:56][C:55]([S:57](Cl)(=[O:59])=[O:58])=[CH:54][CH:53]=1)[CH2:48][CH:49]=[CH2:50])[CH:45]=[CH2:46].[Li]C(C)(C)C.CCCCC.C1C(=O)N(Cl)C(=O)C1.[O:79]1[C:83]2([CH2:88][CH2:87][NH:86][CH2:85][CH2:84]2)[O:82][CH2:81][CH2:80]1.C(N(CC)CC)C, predict the reaction product. The product is: [CH2:44]([N:47]([CH2:48][CH:49]=[CH2:50])[CH2:51][C:52]1[S:56][C:55]([S:57]([N:86]2[CH2:87][CH2:88][C:83]3([O:82][CH2:81][CH2:80][O:79]3)[CH2:84][CH2:85]2)(=[O:59])=[O:58])=[CH:54][CH:53]=1)[CH:45]=[CH2:46]. (3) Given the reactants [N+:1]([C:4]1[CH:5]=[N:6][N:7]([C:9]([C:12]2[CH:13]=[C:14]([CH:17]=[CH:18][CH:19]=2)[C:15]#[N:16])([CH3:11])[CH3:10])[CH:8]=1)([O-])=O.[NH4+].[Cl-], predict the reaction product. The product is: [NH2:1][C:4]1[CH:5]=[N:6][N:7]([C:9]([C:12]2[CH:13]=[C:14]([CH:17]=[CH:18][CH:19]=2)[C:15]#[N:16])([CH3:11])[CH3:10])[CH:8]=1. (4) Given the reactants Cl[C:2]1[CH:3]=[CH:4][C:5]2[C:15]3[C:10](=[CH:11][N:12]=[CH:13][CH:14]=3)[CH2:9][O:8][C:6]=2[CH:7]=1.[OH:16][CH2:17][C@@H:18]([N:23]1[C:31](=[O:32])[C:30]2[C:25](=[CH:26][CH:27]=[CH:28][CH:29]=2)[C:24]1=[O:33])[CH2:19][CH:20]([CH3:22])[CH3:21].C(P(C(C)(C)C)C1C=CC=CC=1C1C(C(C)C)=CC(C(C)C)=CC=1C(C)C)(C)(C)C.C(=O)([O-])[O-].[Cs+].[Cs+], predict the reaction product. The product is: [CH:14]1[CH:13]=[N:12][CH:11]=[C:10]2[CH2:9][O:8][C:6]3[CH:7]=[C:2]([O:16][CH2:17][C@@H:18]([N:23]4[C:24](=[O:33])[C:25]5[C:30](=[CH:29][CH:28]=[CH:27][CH:26]=5)[C:31]4=[O:32])[CH2:19][CH:20]([CH3:22])[CH3:21])[CH:3]=[CH:4][C:5]=3[C:15]=12. (5) Given the reactants [Na].[C:2]1([S:8]([OH:11])(=[O:10])=O)[CH:7]=[CH:6][CH:5]=[CH:4][CH:3]=1.[CH3:12][C:13]1([CH3:20])[CH2:18][CH2:17][C:16](=[O:19])[CH:15]=[CH:14]1.Cl, predict the reaction product. The product is: [CH3:12][C:13]1([CH3:20])[CH2:18][CH2:17][C:16](=[O:19])[CH2:15][CH:14]1[S:8]([C:2]1[CH:3]=[CH:4][CH:5]=[CH:6][CH:7]=1)(=[O:10])=[O:11].